Dataset: NCI-60 drug combinations with 297,098 pairs across 59 cell lines. Task: Regression. Given two drug SMILES strings and cell line genomic features, predict the synergy score measuring deviation from expected non-interaction effect. (1) Drug 1: C1CN1P(=S)(N2CC2)N3CC3. Drug 2: CN1C(=O)N2C=NC(=C2N=N1)C(=O)N. Cell line: PC-3. Synergy scores: CSS=7.88, Synergy_ZIP=-3.34, Synergy_Bliss=-0.532, Synergy_Loewe=0.0790, Synergy_HSA=0.106. (2) Drug 1: CC1CCC2CC(C(=CC=CC=CC(CC(C(=O)C(C(C(=CC(C(=O)CC(OC(=O)C3CCCCN3C(=O)C(=O)C1(O2)O)C(C)CC4CCC(C(C4)OC)O)C)C)O)OC)C)C)C)OC. Drug 2: C1CN(CCN1C(=O)CCBr)C(=O)CCBr. Cell line: CAKI-1. Synergy scores: CSS=31.0, Synergy_ZIP=8.17, Synergy_Bliss=12.7, Synergy_Loewe=3.89, Synergy_HSA=3.96. (3) Drug 1: CC1OCC2C(O1)C(C(C(O2)OC3C4COC(=O)C4C(C5=CC6=C(C=C35)OCO6)C7=CC(=C(C(=C7)OC)O)OC)O)O. Drug 2: CS(=O)(=O)OCCCCOS(=O)(=O)C. Cell line: M14. Synergy scores: CSS=8.19, Synergy_ZIP=-2.15, Synergy_Bliss=-0.875, Synergy_Loewe=-22.3, Synergy_HSA=-5.39. (4) Drug 1: CC(C1=C(C=CC(=C1Cl)F)Cl)OC2=C(N=CC(=C2)C3=CN(N=C3)C4CCNCC4)N. Drug 2: CN(C)C1=NC(=NC(=N1)N(C)C)N(C)C. Cell line: NCIH23. Synergy scores: CSS=4.74, Synergy_ZIP=-2.85, Synergy_Bliss=-3.37, Synergy_Loewe=-12.7, Synergy_HSA=-4.14.